Dataset: Catalyst prediction with 721,799 reactions and 888 catalyst types from USPTO. Task: Predict which catalyst facilitates the given reaction. (1) Reactant: C[O:2][C:3](=O)[C:4]1[CH:9]=[CH:8][C:7]([NH:10][C:11](=[O:34])[CH:12]([C:20]2[CH:25]=[CH:24][C:23]([S:26]([CH3:29])(=[O:28])=[O:27])=[C:22]([C:30]([F:33])([F:32])[F:31])[CH:21]=2)[CH2:13][CH:14]2[CH2:19][CH2:18][CH2:17][CH2:16][O:15]2)=[N:6][CH:5]=1.[H-].[Al+3].[Li+].[H-].[H-].[H-]. Product: [OH:2][CH2:3][C:4]1[CH:9]=[CH:8][C:7]([NH:10][C:11](=[O:34])[CH:12]([C:20]2[CH:25]=[CH:24][C:23]([S:26]([CH3:29])(=[O:28])=[O:27])=[C:22]([C:30]([F:32])([F:33])[F:31])[CH:21]=2)[CH2:13][CH:14]2[CH2:19][CH2:18][CH2:17][CH2:16][O:15]2)=[N:6][CH:5]=1. The catalyst class is: 27. (2) Reactant: [C:1]([O:5][C:6](=[O:16])[N:7]([C:9]1[CH:14]=[CH:13][C:12]([NH2:15])=[CH:11][CH:10]=1)[CH3:8])([CH3:4])([CH3:3])[CH3:2].[OH-].[Na+].[C:19]1([N:25]=[C:26]=[O:27])[CH:24]=[CH:23][CH:22]=[CH:21][CH:20]=1. Product: [C:1]([O:5][C:6](=[O:16])[N:7]([CH3:8])[C:9]1[CH:10]=[CH:11][C:12]([NH:15][C:26]([NH:25][C:19]2[CH:24]=[CH:23][CH:22]=[CH:21][CH:20]=2)=[O:27])=[CH:13][CH:14]=1)([CH3:4])([CH3:2])[CH3:3]. The catalyst class is: 1. (3) Reactant: [O:1]1[C:5]([C:6]2[CH:7]=[C:8]([OH:12])[CH:9]=[CH:10][CH:11]=2)=[CH:4][N:3]=[CH:2]1.[Cl:13][C:14]1[CH:15]=[C:16]([N+:21]([O-:23])=[O:22])[CH:17]=[CH:18][C:19]=1F.C(=O)([O-])[O-].[K+].[K+]. Product: [Cl:13][C:14]1[CH:15]=[C:16]([N+:21]([O-:23])=[O:22])[CH:17]=[CH:18][C:19]=1[O:12][C:8]1[CH:7]=[C:6]([C:5]2[O:1][CH:2]=[N:3][CH:4]=2)[CH:11]=[CH:10][CH:9]=1. The catalyst class is: 391. (4) Reactant: Cl[C:2]1[C:11]2[C:6](=[C:7]([N+:12]([O-:14])=[O:13])[CH:8]=[CH:9][CH:10]=2)[CH:5]=[CH:4][N:3]=1.[CH3:15][C:16]1([CH3:23])[CH2:21][CH2:20][CH:19]([OH:22])[CH2:18][CH2:17]1.[H-].[Na+]. Product: [CH3:15][C:16]1([CH3:23])[CH2:21][CH2:20][CH:19]([O:22][C:2]2[C:11]3[C:6](=[C:7]([N+:12]([O-:14])=[O:13])[CH:8]=[CH:9][CH:10]=3)[CH:5]=[CH:4][N:3]=2)[CH2:18][CH2:17]1. The catalyst class is: 1. (5) Reactant: [CH3:1][CH:2]([C:11](=O)[CH3:12])[CH2:3][CH2:4][CH2:5][CH2:6][S:7]([OH:10])(=[O:9])=[O:8].N[C@H](C(O)=O)CCCCN.CN(C(ON1N=[N:39][C:34]2[CH:35]=[CH:36][CH:37]=[CH:38][C:33]1=2)=[N+](C)C)C.F[P-](F)(F)(F)(F)F.CN1CCOCC1.CCN(C(C)C)C(C)C. Product: [CH3:12][C:11]1[C:2]([CH3:1])([CH2:3][CH2:4][CH2:5][CH2:6][S:7]([OH:10])(=[O:9])=[O:8])[C:33]2[C:34](=[CH:35][CH:36]=[C:37]([S:7]([OH:10])(=[O:9])=[O:8])[CH:38]=2)[N:39]=1. The catalyst class is: 3. (6) Reactant: [NH2:1][C:2]([CH3:18])([CH3:17])[CH2:3][NH:4][C:5]1[CH:12]=[CH:11][C:8]([C:9]#[N:10])=[C:7]([C:13]([F:16])([F:15])[F:14])[CH:6]=1.[F:19][C:20]1[CH:25]=[CH:24][C:23]([N:26]=[C:27]=[O:28])=[CH:22][CH:21]=1. Product: [C:9]([C:8]1[CH:11]=[CH:12][C:5]([NH:4][CH2:3][C:2]([NH:1][C:27]([NH:26][C:23]2[CH:24]=[CH:25][C:20]([F:19])=[CH:21][CH:22]=2)=[O:28])([CH3:18])[CH3:17])=[CH:6][C:7]=1[C:13]([F:14])([F:15])[F:16])#[N:10]. The catalyst class is: 4. (7) Reactant: [S:1]1[C:5]2[CH:6]=[CH:7][CH:8]=[CH:9][C:4]=2[N:3]=[C:2]1[C:10]1[C:14]([C:15]([OH:17])=O)=[CH:13][N:12]([CH2:18][O:19][CH2:20][CH2:21][Si:22]([CH3:25])([CH3:24])[CH3:23])[N:11]=1.[NH2:26][C@@H:27]([CH3:30])[CH2:28][OH:29].Cl.CN(C)CCCN=C=NCC.C1C=CC2N(O)N=NC=2C=1. Product: [S:1]1[C:5]2[CH:6]=[CH:7][CH:8]=[CH:9][C:4]=2[N:3]=[C:2]1[C:10]1[C:14]([C:15]([NH:26][C@@H:27]([CH3:30])[CH2:28][OH:29])=[O:17])=[CH:13][N:12]([CH2:18][O:19][CH2:20][CH2:21][Si:22]([CH3:23])([CH3:24])[CH3:25])[N:11]=1. The catalyst class is: 3. (8) Reactant: [C:1]([O:5][C:6](=[O:25])[NH:7][CH:8]1[CH2:11][C:10]2([CH2:14][C:13](=[C:15]3[C:23]4[C:18](=[CH:19][CH:20]=[CH:21][CH:22]=4)[C:17](=O)[O:16]3)[CH2:12]2)[CH2:9]1)([CH3:4])([CH3:3])[CH3:2].[NH2:26][NH2:27]. Product: [O:16]=[C:17]1[C:18]2[C:23](=[CH:22][CH:21]=[CH:20][CH:19]=2)[C:15]([CH:13]2[CH2:14][C:10]3([CH2:11][CH:8]([NH:7][C:6](=[O:25])[O:5][C:1]([CH3:4])([CH3:3])[CH3:2])[CH2:9]3)[CH2:12]2)=[N:27][NH:26]1. The catalyst class is: 12. (9) Reactant: [CH3:1][N:2]1[C:6]([CH3:7])=[C:5]([C:8]2[CH:9]=[C:10]3[C:14](=[CH:15][CH:16]=2)[NH:13][CH2:12][CH2:11]3)[CH:4]=[N:3]1.Br[C:18]1[C:22]2[CH2:23][N:24]([C:27](=[O:29])[CH3:28])[CH2:25][CH2:26][C:21]=2[N:20]([CH:30]2[CH2:34][CH2:33][O:32][CH2:31]2)[N:19]=1.COC(C)(C)C.C1(P(C2CCCCC2)C2C=CC=CC=2C2C(OC(C)C)=CC=CC=2OC(C)C)CCCCC1.CC([O-])(C)C.[Na+]. Product: [CH3:1][N:2]1[C:6]([CH3:7])=[C:5]([C:8]2[CH:9]=[C:10]3[C:14](=[CH:15][CH:16]=2)[N:13]([C:18]2[C:22]4[CH2:23][N:24]([C:27](=[O:29])[CH3:28])[CH2:25][CH2:26][C:21]=4[N:20]([CH:30]4[CH2:34][CH2:33][O:32][CH2:31]4)[N:19]=2)[CH2:12][CH2:11]3)[CH:4]=[N:3]1. The catalyst class is: 12.